From a dataset of Forward reaction prediction with 1.9M reactions from USPTO patents (1976-2016). Predict the product of the given reaction. (1) Given the reactants [CH3:1][C@:2]12[C@H:12]([CH2:13]/[CH:14]=[C:15]3\[C@H:16]([OH:21])[CH2:17][O:18][C:19]\3=[O:20])[C:10](=[CH2:11])[CH2:9][CH2:8][C@@H:7]1[C@@:6]([CH2:23][OH:24])([CH3:22])[C@H:5]([OH:25])[CH2:4][CH2:3]2, predict the reaction product. The product is: [CH3:16][C:17]([O:24][CH2:23][C:6]1([CH3:22])[CH:5]([O:25][C:19]([CH3:15])=[O:20])[CH2:4][CH2:3][C:2]2([CH3:1])[CH:7]1[CH2:8][CH2:9][C:10]([CH:12]2[CH2:13]/[CH:14]=[C:15]1\[CH:16]([O:21][C:23]([CH3:6])=[O:24])[CH2:17][O:18][C:19]\1=[O:20])=[CH2:11])=[O:18]. (2) Given the reactants Cl.FC1C=C(CCN)C=C(C(F)(F)F)C=1.[Cl:16][C:17]1[CH:22]=[CH:21][C:20]([CH2:23][C:24]#[N:25])=[CH:19][C:18]=1[C:26]([F:29])([F:28])[F:27].C1COCC1, predict the reaction product. The product is: [ClH:16].[Cl:16][C:17]1[CH:22]=[CH:21][C:20]([CH2:23][CH2:24][NH2:25])=[CH:19][C:18]=1[C:26]([F:27])([F:28])[F:29]. (3) Given the reactants C(NC(C)C)(C)C.C([Li])CCC.[Cl:13][C:14]1[CH:15]=[C:16]([CH2:21][C:22]([OH:24])=[O:23])[CH:17]=[CH:18][C:19]=1[Cl:20].Br[CH2:26][CH2:27][CH2:28][CH2:29][Cl:30], predict the reaction product. The product is: [Cl:30][CH2:29][CH2:28][CH2:27][CH2:26][CH:21]([C:16]1[CH:17]=[CH:18][C:19]([Cl:20])=[C:14]([Cl:13])[CH:15]=1)[C:22]([OH:24])=[O:23]. (4) Given the reactants [OH-].[K+].C([O:5][C:6](=[O:41])[C:7]1[CH:12]=[CH:11][C:10]([NH:13][C:14]([C:16]2[CH:24]=[C:23]3[C:19]([CH2:20][CH2:21][N:22]3[S:25]([C:28]3[CH:33]=[CH:32][CH:31]=[C:30]([C:34]([F:37])([F:36])[F:35])[CH:29]=3)(=[O:27])=[O:26])=[C:18]([O:38][CH3:39])[CH:17]=2)=[O:15])=[CH:9][C:8]=1[F:40])C.O1CCCC1, predict the reaction product. The product is: [F:40][C:8]1[CH:9]=[C:10]([NH:13][C:14]([C:16]2[CH:24]=[C:23]3[C:19]([CH2:20][CH2:21][N:22]3[S:25]([C:28]3[CH:33]=[CH:32][CH:31]=[C:30]([C:34]([F:35])([F:37])[F:36])[CH:29]=3)(=[O:26])=[O:27])=[C:18]([O:38][CH3:39])[CH:17]=2)=[O:15])[CH:11]=[CH:12][C:7]=1[C:6]([OH:41])=[O:5].